This data is from Forward reaction prediction with 1.9M reactions from USPTO patents (1976-2016). The task is: Predict the product of the given reaction. (1) Given the reactants [N:1]1[CH:6]=[CH:5][CH:4]=[C:3]([C:7]2[CH:15]=[CH:14][CH:13]=[CH:12][C:8]=2[C:9]([NH2:11])=[O:10])[CH:2]=1.[ClH:16], predict the reaction product. The product is: [ClH:16].[NH:1]1[CH2:6][CH2:5][CH2:4][CH:3]([C:7]2[CH:15]=[CH:14][CH:13]=[CH:12][C:8]=2[C:9]([NH2:11])=[O:10])[CH2:2]1. (2) Given the reactants [Cl:1][C:2]1[C:10]([F:11])=[C:9]2[C:5]([C:6]([S:22][C:23]3[C:24]([F:32])=[C:25]([CH:29]=[CH:30][CH:31]=3)C(O)=O)=[C:7]([CH:19]3[CH2:21][CH2:20]3)[N:8]2[C:12]2[CH:13]=[N:14][N:15]([CH2:17][CH3:18])[CH:16]=2)=[CH:4][CH:3]=1.S(Cl)(Cl)=[O:34].C[Si](C=[N+]=[N-])(C)C.[C:44]([OH:48])([CH3:47])(C)C, predict the reaction product. The product is: [Cl:1][C:2]1[C:10]([F:11])=[C:9]2[C:5]([C:6]([S:22][C:23]3[C:24]([F:32])=[C:25]([CH2:47][C:44]([OH:48])=[O:34])[CH:29]=[CH:30][CH:31]=3)=[C:7]([CH:19]3[CH2:21][CH2:20]3)[N:8]2[C:12]2[CH:13]=[N:14][N:15]([CH2:17][CH3:18])[CH:16]=2)=[CH:4][CH:3]=1. (3) The product is: [F:1][C:2]1[CH:7]=[CH:6][CH:5]=[C:4]([F:8])[C:3]=1[NH:9][C:10]1[N:11]([CH:27]2[CH2:31][CH2:30][CH2:29][CH2:28]2)[C:12]2[C:17]([N:18]=1)=[CH:16][N:15]=[C:14]([NH:19][C@H:20]1[CH2:21][CH2:22][C@H:23]([O:26][C:32]([CH2:33][CH2:34][C:35]([OH:37])=[O:36])=[O:38])[CH2:24][CH2:25]1)[N:13]=2. Given the reactants [F:1][C:2]1[CH:7]=[CH:6][CH:5]=[C:4]([F:8])[C:3]=1[NH:9][C:10]1[N:11]([CH:27]2[CH2:31][CH2:30][CH2:29][CH2:28]2)[C:12]2[C:17]([N:18]=1)=[CH:16][N:15]=[C:14]([NH:19][C@H:20]1[CH2:25][CH2:24][C@H:23]([OH:26])[CH2:22][CH2:21]1)[N:13]=2.[C:32]1(=[O:38])[O:37][C:35](=[O:36])[CH2:34][CH2:33]1, predict the reaction product. (4) Given the reactants [Si](O[C@H]([C@H]1C[C@@H](OCCC)CN1C(OC(C)(C)C)=O)[C@@H:10]([NH:20][C:21](=[O:33])[C:22]1[CH:27]=[C:26](C)[CH:25]=[C:24]([C:29]([O:31]C)=[O:30])[CH:23]=1)[CH2:11][C:12]1C=C(F)C=C(F)C=1)(C(C)(C)C)(C)C.Br[C:51]1[CH:52]=C(C=C(C(OC)=O)[CH:94]=1)C(N[C@@H](CC1C=C(F)C=C(F)C=1)[C@@H]([C@H]1C[C@@H](OCCC)CN1C(OC(C)(C)C)=O)O[Si](C(C)(C)C)(C)C)=O.C(=O)([O-])[O-].[K+].[K+].CB1OB(C)OB(C)O1, predict the reaction product. The product is: [CH2:94]([N:20]([CH2:10][CH2:11][CH3:12])[C:21]([C:22]1[CH:23]=[C:24]([CH:25]=[CH:26][CH:27]=1)[C:29]([OH:31])=[O:30])=[O:33])[CH2:51][CH3:52]. (5) Given the reactants [Br:1][C:2]1[C:11]2[C:6](=[C:7]([F:12])[CH:8]=[CH:9][CH:10]=2)[N:5]=[C:4]([C:13]([OH:15])=O)[CH:3]=1.[NH2:16][C@H:17]1[CH2:22][CH2:21][CH2:20][CH2:19][C@@H:18]1[OH:23].F[P-](F)(F)(F)(F)F.N1(O[P+](N(C)C)(N(C)C)N(C)C)C2C=CC=CC=2N=N1.C(N(CC)CC)C, predict the reaction product. The product is: [Br:1][C:2]1[C:11]2[C:6](=[C:7]([F:12])[CH:8]=[CH:9][CH:10]=2)[N:5]=[C:4]([C:13]([NH:16][C@H:17]2[CH2:22][CH2:21][CH2:20][CH2:19][C@@H:18]2[OH:23])=[O:15])[CH:3]=1. (6) Given the reactants N[C:2]1[C:3](SC(C)C)=[N:4][CH:5]=[CH:6][CH:7]=1.[F:12][C:13]([F:17])([F:16])[CH2:14][OH:15].CS(O)(=O)=O.[C:23](ON=O)(C)([CH3:25])[CH3:24].C(=O)(O)[O-].[Na+], predict the reaction product. The product is: [CH:23]([C:3]1[C:2]([O:15][CH2:14][C:13]([F:17])([F:16])[F:12])=[CH:7][CH:6]=[CH:5][N:4]=1)([CH3:25])[CH3:24]. (7) Given the reactants Cl[C:2]1[N:7]=[C:6]([CH:8]([CH:11]2[N:15]([CH2:16][CH3:17])[C:14]3[CH:18]=[CH:19][CH:20]=[CH:21][C:13]=3[NH:12]2)[C:9]#[N:10])[CH:5]=[CH:4][N:3]=1.[CH3:22][NH2:23], predict the reaction product. The product is: [CH2:16]([N:15]1[C:14]2[CH:18]=[CH:19][CH:20]=[CH:21][C:13]=2[N:12]=[C:11]1[CH:8]([C:6]1[CH:5]=[CH:4][N:3]=[C:2]([NH:23][CH3:22])[N:7]=1)[C:9]#[N:10])[CH3:17].